From a dataset of Reaction yield outcomes from USPTO patents with 853,638 reactions. Predict the reaction yield, written as a fraction of the theoretical maximum amount of product (1.0 means a 100% yield; for example, 0.34 means a 34% yield). (1) The reactants are C1(P(C2C=CC=CC=2)CCCP(C2C=CC=CC=2)C2C=CC=CC=2)C=CC=CC=1.Br[C:31]1[C:39]2[C:34](=[N:35][CH:36]=[C:37]([C:40]3[CH:41]=[C:42]([CH:50]=[CH:51][C:52]=3[CH3:53])[C:43]([O:45][C:46]([CH3:49])([CH3:48])[CH3:47])=[O:44])[CH:38]=2)[O:33][C:32]=1[C:54]1[CH:59]=[CH:58][C:57]([F:60])=[CH:56][CH:55]=1. The catalyst is CO.CS(C)=O.CCOC(C)=O.C([O-])(=O)C.[Pd+2].C([O-])(=O)C. The product is [C:46]([O:45][C:43]([C:42]1[CH:50]=[CH:51][C:52]([CH3:53])=[C:40]([C:37]2[CH:38]=[C:39]3[C:31]([C:43]([O:45][CH3:46])=[O:44])=[C:32]([C:54]4[CH:55]=[CH:56][C:57]([F:60])=[CH:58][CH:59]=4)[O:33][C:34]3=[N:35][CH:36]=2)[CH:41]=1)=[O:44])([CH3:48])([CH3:49])[CH3:47]. The yield is 0.950. (2) The reactants are [ClH:1].[F:2][C:3]([F:11])([F:10])[CH:4]1[CH2:9][CH2:8][NH:7][CH2:6][CH2:5]1.C(=O)([O-])[O-].[K+].[K+].Br[CH2:19][CH2:20]O. The catalyst is C(#N)C. The product is [ClH:1].[Cl:1][CH2:19][CH2:20][N:7]1[CH2:8][CH2:9][CH:4]([C:3]([F:11])([F:10])[F:2])[CH2:5][CH2:6]1. The yield is 0.870. (3) The reactants are Cl.Cl.[NH2:3][CH2:4][C@@:5]1([OH:13])[CH:10]2[CH2:11][CH2:12][N:7]([CH2:8][CH2:9]2)[CH2:6]1.C([O-])([O-])=O.[Cs+].[Cs+].[Br:20][C:21]1[CH:30]=[C:29]2[C:24]([CH:25]=[C:26]([N:31]=[C:32]=S)[N:27]=[CH:28]2)=[CH:23][CH:22]=1.C(N=C=NC(C)C)(C)C. The catalyst is CN(C)C=O. The product is [Br:20][C:21]1[CH:30]=[C:29]2[C:24]([CH:25]=[C:26]([NH:31][C:32]3[O:13][C@:5]4([CH2:4][N:3]=3)[CH:10]3[CH2:9][CH2:8][N:7]([CH2:12][CH2:11]3)[CH2:6]4)[N:27]=[CH:28]2)=[CH:23][CH:22]=1. The yield is 0.170. (4) The reactants are C([O:3][C:4]([C:6]1[N:7]([CH2:13][O:14][CH2:15][CH2:16][Si:17]([CH3:20])([CH3:19])[CH3:18])[CH:8]=[C:9]([C:11]#[N:12])[N:10]=1)=[O:5])C.[OH-].[K+:22]. The catalyst is C(O)C. The product is [K+:22].[C:11]([C:9]1[N:10]=[C:6]([C:4]([O-:5])=[O:3])[N:7]([CH2:13][O:14][CH2:15][CH2:16][Si:17]([CH3:18])([CH3:19])[CH3:20])[CH:8]=1)#[N:12]. The yield is 1.00. (5) The reactants are [CH3:1][C:2]([Si:5]([CH3:23])([CH3:22])[O:6][C@H:7]1[CH2:12][NH:11][CH2:10][C@@H:9]([CH2:13][NH:14][C:15](=[O:21])[O:16][C:17]([CH3:20])([CH3:19])[CH3:18])[CH2:8]1)([CH3:4])[CH3:3].[F:24][C:25]1[CH:34]=[C:33]2[C:28]([CH:29]=[CH:30][C:31](=[O:38])[N:32]2[CH2:35][CH:36]=O)=[CH:27][CH:26]=1.[BH-](OC(C)=O)(OC(C)=O)OC(C)=O.[Na+]. The catalyst is CO.C(Cl)(Cl)Cl. The product is [CH3:4][C:2]([Si:5]([CH3:23])([CH3:22])[O:6][C@H:7]1[CH2:12][N:11]([CH2:36][CH2:35][N:32]2[C:33]3[C:28](=[CH:27][CH:26]=[C:25]([F:24])[CH:34]=3)[CH:29]=[CH:30][C:31]2=[O:38])[CH2:10][C@@H:9]([CH2:13][NH:14][C:15](=[O:21])[O:16][C:17]([CH3:20])([CH3:19])[CH3:18])[CH2:8]1)([CH3:1])[CH3:3]. The yield is 0.780. (6) The reactants are [Cl:1][C:2]1[CH:10]=[CH:9][CH:8]=[C:7]2[C:3]=1[C:4](=[O:20])[C:5](=[O:19])[N:6]2[CH:11]([CH2:15][CH:16]([CH3:18])[CH3:17])[C:12]([OH:14])=O.[N:21]1[CH:26]=[CH:25][CH:24]=[CH:23][C:22]=1[NH2:27].C(N(CC)C(C)C)(C)C.F[P-](F)(F)(F)(F)F.N1(O[P+](N(C)C)(N(C)C)N(C)C)C2C=CC=CC=2N=N1. The catalyst is CN(C)C=O.C(OCC)(=O)C. The product is [N:21]1[CH:26]=[CH:25][CH:24]=[CH:23][C:22]=1[NH:27][C:12](=[O:14])[CH:11]([N:6]1[C:7]2[C:3](=[C:2]([Cl:1])[CH:10]=[CH:9][CH:8]=2)[C:4](=[O:20])[C:5]1=[O:19])[CH2:15][CH:16]([CH3:18])[CH3:17]. The yield is 0.160. (7) The reactants are [C:1]([C:3]1[CH:4]=[C:5]([NH:9][C:10]2[C:19]3[C:14](=[CH:15][C:16]([F:23])=[C:17]([N+:20]([O-])=O)[CH:18]=3)[N:13]=[CH:12][N:11]=2)[CH:6]=[CH:7][CH:8]=1)#[CH:2].O.O.Cl[Sn]Cl.C([O-])(O)=O.[Na+]. The catalyst is C(OCC)(=O)C. The product is [C:1]([C:3]1[CH:4]=[C:5]([NH:9][C:10]2[C:19]3[C:14](=[CH:15][C:16]([F:23])=[C:17]([NH2:20])[CH:18]=3)[N:13]=[CH:12][N:11]=2)[CH:6]=[CH:7][CH:8]=1)#[CH:2]. The yield is 0.810. (8) The reactants are [NH2:1][C:2]1[N:7]=[CH:6][N:5]=[C:4]2[N:8]([C:12]3[CH:13]=[C:14]([N:18]([CH3:30])[C:19](=[O:29])/[CH:20]=[CH:21]/[CH2:22][N:23]([CH:25]4[CH2:28][CH2:27][CH2:26]4)[CH3:24])[CH:15]=[CH:16][CH:17]=3)[N:9]=[C:10](I)[C:3]=12.[CH3:31][O:32][C:33]1[CH:34]=[C:35](B2OC(C)(C)C(C)(C)O2)[CH:36]=[CH:37][C:38]=1[CH3:39]. The catalyst is CN(C=O)C.O.C1C=CC(P(C2C=CC=CC=2)[C-]2C=CC=C2)=CC=1.C1C=CC(P(C2C=CC=CC=2)[C-]2C=CC=C2)=CC=1.Cl[Pd]Cl.[Fe+2]. The product is [NH2:1][C:2]1[N:7]=[CH:6][N:5]=[C:4]2[N:8]([C:12]3[CH:13]=[C:14]([N:18]([CH3:30])[C:19](=[O:29])/[CH:20]=[CH:21]/[CH2:22][N:23]([CH:25]4[CH2:28][CH2:27][CH2:26]4)[CH3:24])[CH:15]=[CH:16][CH:17]=3)[N:9]=[C:10]([C:35]3[CH:36]=[CH:37][C:38]([CH3:39])=[C:33]([O:32][CH3:31])[CH:34]=3)[C:3]=12. The yield is 0.140. (9) The reactants are [CH3:1][N:2]([C:7]1[C:12]([CH2:13][NH:14]C(=O)OC(C)(C)C)=[CH:11][CH:10]=[CH:9][N:8]=1)[S:3]([CH3:6])(=[O:5])=[O:4].C(O)(C(F)(F)F)=O. The catalyst is C(Cl)Cl. The product is [NH2:14][CH2:13][C:12]1[C:7]([N:2]([CH3:1])[S:3]([CH3:6])(=[O:5])=[O:4])=[N:8][CH:9]=[CH:10][CH:11]=1. The yield is 0.880.